This data is from NCI-60 drug combinations with 297,098 pairs across 59 cell lines. The task is: Regression. Given two drug SMILES strings and cell line genomic features, predict the synergy score measuring deviation from expected non-interaction effect. (1) Drug 1: C1CCC(C(C1)N)N.C(=O)(C(=O)[O-])[O-].[Pt+4]. Drug 2: C(CCl)NC(=O)N(CCCl)N=O. Cell line: OVCAR3. Synergy scores: CSS=16.8, Synergy_ZIP=-3.99, Synergy_Bliss=-2.73, Synergy_Loewe=-9.94, Synergy_HSA=-2.72. (2) Drug 1: CCC1=C2CN3C(=CC4=C(C3=O)COC(=O)C4(CC)O)C2=NC5=C1C=C(C=C5)O. Drug 2: CCCCC(=O)OCC(=O)C1(CC(C2=C(C1)C(=C3C(=C2O)C(=O)C4=C(C3=O)C=CC=C4OC)O)OC5CC(C(C(O5)C)O)NC(=O)C(F)(F)F)O. Cell line: HOP-92. Synergy scores: CSS=69.9, Synergy_ZIP=1.64, Synergy_Bliss=1.10, Synergy_Loewe=5.27, Synergy_HSA=6.81. (3) Drug 1: CCC1(CC2CC(C3=C(CCN(C2)C1)C4=CC=CC=C4N3)(C5=C(C=C6C(=C5)C78CCN9C7C(C=CC9)(C(C(C8N6C=O)(C(=O)OC)O)OC(=O)C)CC)OC)C(=O)OC)O.OS(=O)(=O)O. Drug 2: COCCOC1=C(C=C2C(=C1)C(=NC=N2)NC3=CC=CC(=C3)C#C)OCCOC.Cl. Cell line: OVCAR-8. Synergy scores: CSS=4.61, Synergy_ZIP=-4.40, Synergy_Bliss=-7.34, Synergy_Loewe=-4.49, Synergy_HSA=-5.66. (4) Drug 1: C1=CC=C(C(=C1)C(C2=CC=C(C=C2)Cl)C(Cl)Cl)Cl. Drug 2: CC1C(C(CC(O1)OC2CC(CC3=C2C(=C4C(=C3O)C(=O)C5=CC=CC=C5C4=O)O)(C(=O)C)O)N)O. Cell line: SK-MEL-5. Synergy scores: CSS=64.2, Synergy_ZIP=-5.12, Synergy_Bliss=-2.24, Synergy_Loewe=-0.851, Synergy_HSA=0.761. (5) Drug 1: CCC1(CC2CC(C3=C(CCN(C2)C1)C4=CC=CC=C4N3)(C5=C(C=C6C(=C5)C78CCN9C7C(C=CC9)(C(C(C8N6C)(C(=O)OC)O)OC(=O)C)CC)OC)C(=O)OC)O.OS(=O)(=O)O. Drug 2: CCC1(C2=C(COC1=O)C(=O)N3CC4=CC5=C(C=CC(=C5CN(C)C)O)N=C4C3=C2)O.Cl. Cell line: HOP-92. Synergy scores: CSS=19.2, Synergy_ZIP=0.0413, Synergy_Bliss=2.18, Synergy_Loewe=-7.57, Synergy_HSA=-1.22. (6) Drug 1: CNC(=O)C1=NC=CC(=C1)OC2=CC=C(C=C2)NC(=O)NC3=CC(=C(C=C3)Cl)C(F)(F)F. Drug 2: CN(CCCl)CCCl.Cl. Cell line: SF-539. Synergy scores: CSS=24.7, Synergy_ZIP=-2.02, Synergy_Bliss=2.17, Synergy_Loewe=-14.9, Synergy_HSA=-0.483.